From a dataset of Full USPTO retrosynthesis dataset with 1.9M reactions from patents (1976-2016). Predict the reactants needed to synthesize the given product. (1) Given the product [N:1]1[CH:6]=[CH:5][CH:4]=[C:3]([C:7]2[N:8]=[N:9][N:10]([CH2:12][C:13]3[CH:18]=[CH:17][C:16]([CH2:19][CH2:20][NH:21][C:28]([C:23]4[C:22]([C:31]5[CH:36]=[CH:35][CH:34]=[CH:33][CH:32]=5)=[CH:27][CH:26]=[CH:25][CH:24]=4)=[O:29])=[CH:15][CH:14]=3)[CH:11]=2)[CH:2]=1, predict the reactants needed to synthesize it. The reactants are: [N:1]1[CH:6]=[CH:5][CH:4]=[C:3]([C:7]2[N:8]=[N:9][N:10]([CH2:12][C:13]3[CH:18]=[CH:17][C:16]([CH2:19][CH2:20][NH2:21])=[CH:15][CH:14]=3)[CH:11]=2)[CH:2]=1.[C:22]1([C:31]2[CH:36]=[CH:35][CH:34]=[CH:33][CH:32]=2)[C:23]([C:28](O)=[O:29])=[CH:24][CH:25]=[CH:26][CH:27]=1. (2) Given the product [CH2:13]([O:20][C:21]1[CH:26]=[CH:25][C:24]([CH:27]([CH:49]([C:46]2[CH:47]=[CH:48][C:43]([O:42][CH2:35][C:36]3[CH:37]=[CH:38][CH:39]=[CH:40][CH:41]=3)=[C:44]([O:67][CH3:68])[CH:45]=2)[C:51]2[CH:56]=[CH:55][C:54]([O:57][CH2:58][C:59]3[CH:60]=[CH:61][CH:62]=[CH:63][CH:64]=3)=[C:53]([O:65][CH3:66])[CH:52]=2)[C:28]([O:30][CH2:31][CH3:32])=[O:29])=[CH:23][C:22]=1[O:33][CH3:34])[C:14]1[CH:15]=[CH:16][CH:17]=[CH:18][CH:19]=1, predict the reactants needed to synthesize it. The reactants are: C(NC(C)C)(C)C.[Li]CCCC.[CH2:13]([O:20][C:21]1[CH:26]=[CH:25][C:24]([CH2:27][C:28]([O:30][CH2:31][CH3:32])=[O:29])=[CH:23][C:22]=1[O:33][CH3:34])[C:14]1[CH:19]=[CH:18][CH:17]=[CH:16][CH:15]=1.[CH2:35]([O:42][C:43]1[CH:48]=[CH:47][C:46]([CH:49]([C:51]2[CH:56]=[CH:55][C:54]([O:57][CH2:58][C:59]3[CH:64]=[CH:63][CH:62]=[CH:61][CH:60]=3)=[C:53]([O:65][CH3:66])[CH:52]=2)Br)=[CH:45][C:44]=1[O:67][CH3:68])[C:36]1[CH:41]=[CH:40][CH:39]=[CH:38][CH:37]=1.